From a dataset of Catalyst prediction with 721,799 reactions and 888 catalyst types from USPTO. Predict which catalyst facilitates the given reaction. Reactant: [NH2:1][CH2:2][C@@H:3]1[CH2:7][CH2:6][CH2:5][N:4]1[C:8]([O:10][C:11]([CH3:14])([CH3:13])[CH3:12])=[O:9].[H-].[Na+].Cl[C:18]1[C:27]2[C:22](=[CH:23][CH:24]=[CH:25][CH:26]=2)[CH:21]=[C:20]([C:28]#[N:29])[N:19]=1. Product: [C:28]([C:20]1[N:19]=[C:18]([NH:1][CH2:2][C@@H:3]2[CH2:7][CH2:6][CH2:5][N:4]2[C:8]([O:10][C:11]([CH3:14])([CH3:13])[CH3:12])=[O:9])[C:27]2[C:22]([CH:21]=1)=[CH:23][CH:24]=[CH:25][CH:26]=2)#[N:29]. The catalyst class is: 37.